From a dataset of Full USPTO retrosynthesis dataset with 1.9M reactions from patents (1976-2016). Predict the reactants needed to synthesize the given product. (1) Given the product [NH2:16][C:17]([CH3:34])([CH3:35])[CH2:18][CH2:19][N:20]1[C:24]2[CH:25]=[C:26]([C:29]([O:31][CH2:32][CH3:33])=[O:30])[CH:27]=[CH:28][C:23]=2[N:22]=[CH:21]1.[C:49]1([S:46]([NH:45][C:41]2[CH:40]=[C:39]([C@@H:37]([OH:36])[CH2:38][NH:16][C:17]([CH3:34])([CH3:35])[CH2:18][CH2:19][N:20]3[C:24]4[CH:25]=[C:26]([C:29]([O:31][CH2:32][CH3:33])=[O:30])[CH:27]=[CH:28][C:23]=4[N:22]=[CH:21]3)[CH:44]=[CH:43][CH:42]=2)(=[O:47])=[O:48])[CH:54]=[CH:53][CH:52]=[CH:51][CH:50]=1, predict the reactants needed to synthesize it. The reactants are: FC1C=C(C=CC=1[N+]([O-])=O)C(OCC)=O.[NH2:16][C:17]([CH3:35])([CH3:34])[CH2:18][CH2:19][N:20]1[C:24]2[CH:25]=[C:26]([C:29]([O:31][CH2:32][CH3:33])=[O:30])[CH:27]=[CH:28][C:23]=2[N:22]=[CH:21]1.[O:36]1[CH2:38][C@H:37]1[C:39]1[CH:40]=[C:41]([NH:45][S:46]([C:49]2[CH:54]=[CH:53][CH:52]=[CH:51][CH:50]=2)(=[O:48])=[O:47])[CH:42]=[CH:43][CH:44]=1. (2) Given the product [CH3:14][CH:15]1[CH2:20][CH2:19][N:18]([C:21]([C:23]2[CH:31]=[CH:30][C:29]3[N:28]([S:32]([CH2:35][CH2:36][CH3:37])(=[O:33])=[O:34])[C:27]4[CH2:38][CH2:39][N:40]([CH:3]5[CH2:4][CH2:5][O:1][CH2:2]5)[CH2:41][C:26]=4[C:25]=3[CH:24]=2)=[O:22])[CH2:17][CH2:16]1, predict the reactants needed to synthesize it. The reactants are: [O:1]1[CH2:5][CH2:4][C:3](=O)[CH2:2]1.OC(C(F)(F)F)=O.[CH3:14][CH:15]1[CH2:20][CH2:19][N:18]([C:21]([C:23]2[CH:31]=[CH:30][C:29]3[N:28]([S:32]([CH2:35][CH2:36][CH3:37])(=[O:34])=[O:33])[C:27]4[CH2:38][CH2:39][NH:40][CH2:41][C:26]=4[C:25]=3[CH:24]=2)=[O:22])[CH2:17][CH2:16]1. (3) The reactants are: [CH3:1][Mg+].[Br-].[F:4][C:5]1[CH:16]=[CH:15][CH:14]=[C:13]([F:17])[C:6]=1[C:7]([NH:9]/[CH:10]=[CH:11]\I)=[O:8].Cl. Given the product [F:4][C:5]1[CH:16]=[CH:15][CH:14]=[C:13]([F:17])[C:6]=1[C:7]([NH:9]/[CH:10]=[CH:11]\[CH3:1])=[O:8], predict the reactants needed to synthesize it. (4) Given the product [OH:11][CH2:10][C:9]#[C:8][C:7]([C:1]1[CH:6]=[CH:5][CH:4]=[CH:3][CH:2]=1)=[O:18], predict the reactants needed to synthesize it. The reactants are: [C:1]1([C:7](=[O:18])[C:8]#[C:9][CH2:10][O:11]C2CCCCO2)[CH:6]=[CH:5][CH:4]=[CH:3][CH:2]=1.C1(C)C=CC(S([O-])(=O)=O)=CC=1.[NH+]1C=CC=CC=1.O. (5) The reactants are: FC(F)(F)C(O)=O.[Br:8][C:9]1[CH:10]=[C:11]([CH:15]2[C:19]([C:22]3[CH:27]=[CH:26][C:25]([Cl:28])=[CH:24][C:23]=3[F:29])([C:20]#[N:21])[CH:18]([CH2:30][C:31]([CH3:34])([CH3:33])[CH3:32])[NH:17][CH:16]2[C:35](O)=[O:36])[CH:12]=[CH:13][CH:14]=1.CC1(C)[O:43][C@@H:42]([CH2:44][CH2:45][NH2:46])[CH2:41][O:40]1.CN(C(ON1N=NC2C=CC=NC1=2)=[N+](C)C)C.F[P-](F)(F)(F)(F)F.CCN(C(C)C)C(C)C.Cl. Given the product [OH:43][C@H:42]([CH2:41][OH:40])[CH2:44][CH2:45][NH:46][C:35]([CH:16]1[CH:15]([C:11]2[CH:12]=[CH:13][CH:14]=[C:9]([Br:8])[CH:10]=2)[C:19]([C:22]2[CH:27]=[CH:26][C:25]([Cl:28])=[CH:24][C:23]=2[F:29])([C:20]#[N:21])[CH:18]([CH2:30][C:31]([CH3:33])([CH3:34])[CH3:32])[NH:17]1)=[O:36], predict the reactants needed to synthesize it. (6) Given the product [CH3:30][O:31][C:25]1[CH:26]=[CH:27][C:6]2[O:5][C:1]3([CH2:2][CH2:3][CH2:4]3)[CH2:9][C:8](=[O:39])[C:7]=2[CH:24]=1, predict the reactants needed to synthesize it. The reactants are: [C:1]12([CH2:9][CH:8](NC(NC3SC4C=C(F)C=CC=4N=3)=O)[C:7]3[CH:24]=[CH:25][CH:26]=[CH:27][C:6]=3[O:5]1)[CH2:4][CH2:3][CH2:2]2.IC.[C:30](=O)([O-])[O-:31].[K+].[K+].CN(C)C=[O:39].